Task: Predict the reaction yield, written as a fraction of the theoretical maximum amount of product (1.0 means a 100% yield; for example, 0.34 means a 34% yield).. Dataset: Reaction yield outcomes from USPTO patents with 853,638 reactions (1) The reactants are Cl.[NH2:2][CH2:3][C:4]([C:6]1[CH:11]=[CH:10][CH:9]=[CH:8][CH:7]=1)=O.[C:12]([CH2:17][C:18]([O:20][CH2:21][CH3:22])=[O:19])(=O)[CH:13]([CH3:15])[CH3:14].C([O-])(=O)C.[Na+]. The catalyst is O. The product is [CH2:21]([O:20][C:18]([C:17]1[C:4]([C:6]2[CH:11]=[CH:10][CH:9]=[CH:8][CH:7]=2)=[CH:3][NH:2][C:12]=1[CH:13]([CH3:15])[CH3:14])=[O:19])[CH3:22]. The yield is 0.930. (2) The product is [Br:10][C:11]1[CH:16]=[CH:15][C:14]([O:17][C:2]2[CH:7]=[C:6]([CH3:8])[CH:5]=[C:4]([CH3:9])[N:3]=2)=[CH:13][C:12]=1[F:18]. The yield is 0.530. The reactants are Br[C:2]1[CH:7]=[C:6]([CH3:8])[CH:5]=[C:4]([CH3:9])[N:3]=1.[Br:10][C:11]1[CH:16]=[CH:15][C:14]([OH:17])=[CH:13][C:12]=1[F:18].C(=O)([O-])[O-].[K+].[K+]. The catalyst is C(Cl)Cl.